This data is from Forward reaction prediction with 1.9M reactions from USPTO patents (1976-2016). The task is: Predict the product of the given reaction. (1) The product is: [C:49]([O:48][P:46]([O:53][CH2:54][C:55]1[CH:56]=[C:57]([CH:61]=[CH:62][CH:63]=1)[C:58]([O:38][CH2:37][C:30]1[CH:31]=[CH:32][C:27]([C:24]2[CH:25]=[CH:26][C:21]([N:13]3[CH:14]=[C:15]([C:17]([OH:20])([CH3:19])[CH3:18])[N:16]=[C:12]3[C:9]([C:3]3[C:2]([Cl:1])=[CH:7][CH:6]=[CH:5][C:4]=3[Cl:8])([CH3:11])[CH3:10])=[C:22]([F:40])[CH:23]=2)=[CH:28][C:29]=1[F:39])=[O:59])([O:45][C:41]([CH3:44])([CH3:43])[CH3:42])=[O:47])([CH3:50])([CH3:51])[CH3:52]. Given the reactants [Cl:1][C:2]1[CH:7]=[CH:6][CH:5]=[C:4]([Cl:8])[C:3]=1[C:9]([C:12]1[N:13]([C:21]2[CH:26]=[CH:25][C:24]([C:27]3[CH:32]=[C:31](S(C)(=O)=O)[C:30]([CH2:37][OH:38])=[C:29]([F:39])[CH:28]=3)=[CH:23][C:22]=2[F:40])[CH:14]=[C:15]([C:17]([OH:20])([CH3:19])[CH3:18])[N:16]=1)([CH3:11])[CH3:10].[C:41]([O:45][P:46]([O:53][CH2:54][C:55]1[CH:56]=[C:57]([CH:61]=[CH:62][CH:63]=1)[C:58](O)=[O:59])([O:48][C:49]([CH3:52])([CH3:51])[CH3:50])=[O:47])([CH3:44])([CH3:43])[CH3:42].C1CCC(N=C=NC2CCCCC2)CC1, predict the reaction product. (2) Given the reactants [Br:1][C:2]1[NH:10][C:9]2[C:8](=[O:11])[NH:7][CH:6]=[N:5][C:4]=2[C:3]=1[C:12]#[N:13].CCN(C(C)C)C(C)C.Br[CH2:24][C:25]#[C:26][CH3:27], predict the reaction product. The product is: [Br:1][C:2]1[N:10]([CH2:24][C:25]#[C:26][CH3:27])[C:9]2[C:8](=[O:11])[NH:7][CH:6]=[N:5][C:4]=2[C:3]=1[C:12]#[N:13]. (3) Given the reactants C(N=C=NC(C)C)(C)C.[Cl:10][C:11]1[CH:16]=[CH:15][C:14]([CH:17]([C:23]2[CH:28]=[CH:27][C:26]([Cl:29])=[CH:25][CH:24]=2)[N:18]2[CH2:21][CH:20]([NH2:22])[CH2:19]2)=[CH:13][CH:12]=1.[C:30]1([S:36]([CH2:39][C:40](O)=[O:41])(=[O:38])=[O:37])[CH:35]=[CH:34][CH:33]=[CH:32][CH:31]=1.OC1C2N=NNC=2C=CC=1, predict the reaction product. The product is: [C:30]1([S:36]([CH2:39][C:40]([NH:22][CH:20]2[CH2:19][N:18]([CH:17]([C:23]3[CH:28]=[CH:27][C:26]([Cl:29])=[CH:25][CH:24]=3)[C:14]3[CH:15]=[CH:16][C:11]([Cl:10])=[CH:12][CH:13]=3)[CH2:21]2)=[O:41])(=[O:37])=[O:38])[CH:31]=[CH:32][CH:33]=[CH:34][CH:35]=1. (4) Given the reactants [F:1][C:2]1[CH:7]=[CH:6][C:5]([NH2:8])=[C:4]([CH:9]2[CH2:18][CH2:17][C:16]3[C:11](=[CH:12][CH:13]=[C:14]([O:19][CH3:20])[CH:15]=3)[CH2:10]2)[CH:3]=1.Cl.[F:22][C:23]1[CH:24]=[C:25]([CH:29]=[CH:30][C:31]=1[O:32][CH2:33][CH2:34][N:35]1[CH2:40][CH2:39][CH2:38][CH2:37][CH2:36]1)[C:26](O)=O.F[C:42]1C=C(C=C[C:49]=1OCCN1CCCCC1)CN, predict the reaction product. The product is: [CH2:42]([N:8]([C:5]1[CH:6]=[CH:7][C:2]([F:1])=[CH:3][C:4]=1[CH:9]1[CH2:18][CH2:17][C:16]2[C:11](=[CH:12][CH:13]=[C:14]([O:19][CH3:20])[CH:15]=2)[CH2:10]1)[CH2:26][C:25]1[CH:29]=[CH:30][C:31]([O:32][CH2:33][CH2:34][N:35]2[CH2:40][CH2:39][CH2:38][CH2:37][CH2:36]2)=[C:23]([F:22])[CH:24]=1)[CH3:49].